Dataset: Full USPTO retrosynthesis dataset with 1.9M reactions from patents (1976-2016). Task: Predict the reactants needed to synthesize the given product. (1) Given the product [NH2:23][C:21]1[N:20]=[CH:19][N:18]=[C:17]2[N:16]([CH:24]3[CH2:27][C:26]4([CH2:32][CH2:31][N:30]([C:40](=[O:43])[CH:41]=[CH2:42])[CH2:29][CH2:28]4)[CH2:25]3)[N:15]=[C:14]([C:11]3[CH:10]=[CH:9][C:8]([O:1][C:2]4[CH:3]=[CH:4][CH:5]=[CH:6][CH:7]=4)=[CH:13][CH:12]=3)[C:22]=12, predict the reactants needed to synthesize it. The reactants are: [O:1]([C:8]1[CH:13]=[CH:12][C:11]([C:14]2[C:22]3[C:17](=[N:18][CH:19]=[N:20][C:21]=3[NH2:23])[N:16]([CH:24]3[CH2:27][C:26]4([CH2:32][CH2:31][NH:30][CH2:29][CH2:28]4)[CH2:25]3)[N:15]=2)=[CH:10][CH:9]=1)[C:2]1[CH:7]=[CH:6][CH:5]=[CH:4][CH:3]=1.C(N(CC)CC)C.[C:40](Cl)(=[O:43])[CH:41]=[CH2:42]. (2) Given the product [CH3:1][CH:2]1[C:11]2[C:6](=[C:7]([CH3:23])[CH:8]=[C:9]([C:13]([C:15]3[CH:16]=[N:17][N:18]([CH2:21][CH3:22])[C:19]=3[O:20][S:38]([CH2:35][CH2:36][CH3:37])(=[O:40])=[O:39])=[O:14])[C:10]=2[CH3:12])[S:5](=[O:25])(=[O:24])[CH2:4][CH2:3]1, predict the reactants needed to synthesize it. The reactants are: [CH3:1][CH:2]1[C:11]2[C:6](=[C:7]([CH3:23])[CH:8]=[C:9]([C:13]([C:15]3[CH:16]=[N:17][N:18]([CH2:21][CH3:22])[C:19]=3[OH:20])=[O:14])[C:10]=2[CH3:12])[S:5](=[O:25])(=[O:24])[CH2:4][CH2:3]1.ClCCl.C(=O)([O-])[O-].[K+].[K+].[CH2:35]([S:38](Cl)(=[O:40])=[O:39])[CH2:36][CH3:37]. (3) The reactants are: [OH:1][B:2]1[C:6]2[CH:7]=[C:8]([O:11][C:12]3[CH:17]=[CH:16][CH:15]=[CH:14][CH:13]=3)[CH:9]=[CH:10][C:5]=2[CH:4]([CH2:18][S:19](OC)(=[O:21])=[O:20])[O:3]1.[I-].[Na+].[CH3:26][C:27](C)=O. Given the product [CH2:26]([S:19]([CH2:18][CH:4]1[O:3][B:2]([OH:1])[C:6]2[CH:7]=[C:8]([O:11][C:12]3[CH:17]=[CH:16][CH:15]=[CH:14][CH:13]=3)[CH:9]=[CH:10][C:5]1=2)(=[O:20])=[O:21])[CH3:27], predict the reactants needed to synthesize it.